Dataset: Reaction yield outcomes from USPTO patents with 853,638 reactions. Task: Predict the reaction yield, written as a fraction of the theoretical maximum amount of product (1.0 means a 100% yield; for example, 0.34 means a 34% yield). (1) The reactants are [CH:1]1([N:7]2[C:12](=[O:13])[C:11]([C:14]([NH:16][CH2:17][C:18]([O:20]CC)=[O:19])=[O:15])=[C:10]([OH:23])[C:9]([C:24]([O:26]C)=O)=[C:8]2[OH:28])[CH2:6][CH2:5][CH2:4][CH2:3][CH2:2]1.[CH2:29]([NH2:33])[CH:30]([CH3:32])[CH3:31].[OH-].[Na+].Cl. The product is [CH:1]1([N:7]2[C:8]([OH:28])=[C:9]([C:24]([NH:33][CH2:29][CH:30]([CH3:32])[CH3:31])=[O:26])[C:10]([OH:23])=[C:11]([C:14]([NH:16][CH2:17][C:18]([OH:20])=[O:19])=[O:15])[C:12]2=[O:13])[CH2:2][CH2:3][CH2:4][CH2:5][CH2:6]1. The yield is 0.120. The catalyst is O1CCOCC1.CCOCC.C(O)C. (2) The reactants are FC(F)(F)CNC(N1C=CN=C1)=O.Cl.[C@@H:15]12[NH:22][C@@H:19]([CH2:20][CH2:21]1)[CH2:18][N:17]([C:23]1[CH:28]=[CH:27][N:26]=[C:25]([NH:29][C:30]3[CH:31]=[C:32]([CH3:40])[C:33]([C:36]([NH:38][CH3:39])=[O:37])=[N:34][CH:35]=3)[N:24]=1)[CH2:16]2.[O:41]1[C:45]([CH:46]=O)=[CH:44][CH:43]=[N:42]1.C(O[BH-](OC(=O)C)OC(=O)C)(=O)C.[Na+]. The catalyst is CC#N. The product is [CH3:39][NH:38][C:36]([C:33]1[C:32]([CH3:40])=[CH:31][C:30]([NH:29][C:25]2[N:24]=[C:23]([N:17]3[CH2:18][C@H:19]4[N:22]([CH2:46][C:45]5[O:41][N:42]=[CH:43][CH:44]=5)[C@H:15]([CH2:21][CH2:20]4)[CH2:16]3)[CH:28]=[CH:27][N:26]=2)=[CH:35][N:34]=1)=[O:37]. The yield is 0.590. (3) The yield is 0.690. The product is [F:9][C:2]([F:1])([F:10])[CH2:3][CH2:4][CH2:5][C:6]([N:59]1[CH2:58][CH2:57][CH:56]([C:54]2[O:53][N:52]=[C:51]([C:48]3[CH:49]=[CH:50][C:45]([S:42]([CH3:41])(=[O:43])=[O:44])=[CH:46][CH:47]=3)[N:55]=2)[CH2:61][CH2:60]1)=[O:8]. The reactants are [F:1][C:2]([F:10])([F:9])[CH2:3][CH2:4][CH2:5][C:6]([OH:8])=O.CCN=C=NCCCN(C)C.C1C=CC2N(O)N=NC=2C=1.C(N(C(C)C)CC)(C)C.[CH3:41][S:42]([C:45]1[CH:50]=[CH:49][C:48]([C:51]2[N:55]=[C:54]([CH:56]3[CH2:61][CH2:60][NH:59][CH2:58][CH2:57]3)[O:53][N:52]=2)=[CH:47][CH:46]=1)(=[O:44])=[O:43]. The catalyst is CN(C=O)C. (4) The reactants are [CH3:1][C:2]1[CH:6]=[CH:5][S:4][C:3]=1[C:7]1[O:8][C:9]2[C:10](=[C:12]([C:16]([OH:18])=O)[CH:13]=[CH:14][CH:15]=2)[N:11]=1.Cl.Cl.[NH2:21][CH:22]1[CH2:29][CH:28]2[N:30]([CH3:31])[CH:24]([CH2:25][CH2:26][CH2:27]2)[CH2:23]1.Cl.C(N=C=NCCCN(C)C)C.ON1C2C=CC=CC=2N=N1.C(N(CC)CC)C. The catalyst is CN(C=O)C.ClCCl. The product is [CH3:31][N:30]1[CH:24]2[CH2:25][CH2:26][CH2:27][CH:28]1[CH2:29][CH:22]([NH:21][C:16]([C:12]1[CH:13]=[CH:14][CH:15]=[C:9]3[O:8][C:7]([C:3]4[S:4][CH:5]=[CH:6][C:2]=4[CH3:1])=[N:11][C:10]=13)=[O:18])[CH2:23]2. The yield is 0.690.